From a dataset of Catalyst prediction with 721,799 reactions and 888 catalyst types from USPTO. Predict which catalyst facilitates the given reaction. (1) Reactant: C[O:2][C:3]1[C:8]([NH:9][C:10]2[N:18]=[C:17]3[C:13]([NH:14][C:15](=[O:32])[N:16]3[C@@H:19]3[CH2:24][CH2:23][CH2:22][N:21](C(OC(C)(C)C)=O)[CH2:20]3)=[CH:12][N:11]=2)=[CH:7][CH:6]=[CH:5][N:4]=1.[ClH:33]. Product: [ClH:33].[O:2]=[C:3]1[C:8]([NH:9][C:10]2[N:18]=[C:17]3[C:13]([NH:14][C:15](=[O:32])[N:16]3[C@@H:19]3[CH2:24][CH2:23][CH2:22][NH:21][CH2:20]3)=[CH:12][N:11]=2)=[CH:7][CH:6]=[CH:5][NH:4]1. The catalyst class is: 71. (2) Reactant: [CH3:1][O:2][C:3]([C:5]1[CH:6]=[CH:7][C:8]([C:11]([OH:13])=O)=[N:9][CH:10]=1)=[O:4].C(N(CC)CC)C.F[P-](F)(F)(F)(F)F.N1(OC(N(C)C)=[N+](C)C)C2C=CC=CC=2N=N1.Cl.[F:46][C:47]([F:52])([F:51])[CH2:48][CH2:49][NH2:50]. Product: [F:46][C:47]([F:52])([F:51])[CH2:48][CH2:49][NH:50][C:11]([C:8]1[CH:7]=[CH:6][C:5]([C:3]([O:2][CH3:1])=[O:4])=[CH:10][N:9]=1)=[O:13]. The catalyst class is: 10.